Dataset: Full USPTO retrosynthesis dataset with 1.9M reactions from patents (1976-2016). Task: Predict the reactants needed to synthesize the given product. (1) Given the product [CH3:4][C:2]([N:5]1[C:10]([OH:11])=[C:9]([C:35]([NH:34][CH2:37][C:38]([O:40][CH2:41][CH3:42])=[O:39])=[O:36])[C:8](=[O:12])[N:7]([CH2:13][C:14]2[CH:19]=[CH:18][C:17]([C:20]([CH3:23])([CH3:22])[CH3:21])=[CH:16][CH:15]=2)[C:6]1=[O:24])([CH3:1])[CH3:3], predict the reactants needed to synthesize it. The reactants are: [CH3:1][C:2]([N:5]1[C:10](=[O:11])[CH2:9][C:8](=[O:12])[N:7]([CH2:13][C:14]2[CH:19]=[CH:18][C:17]([C:20]([CH3:23])([CH3:22])[CH3:21])=[CH:16][CH:15]=2)[C:6]1=[O:24])([CH3:4])[CH3:3].C(N(C(C)C)CC)(C)C.[N:34]([CH2:37][C:38]([O:40][CH2:41][CH3:42])=[O:39])=[C:35]=[O:36]. (2) Given the product [NH2:1][CH2:4][CH:5]([F:40])[CH2:6][N:7]([CH:17]([C:21]1[N:30]([CH2:31][C:32]2[CH:37]=[CH:36][CH:35]=[CH:34][CH:33]=2)[C:29](=[O:38])[C:28]2[C:23](=[CH:24][C:25]([Cl:39])=[CH:26][CH:27]=2)[N:22]=1)[CH:18]([CH3:20])[CH3:19])[C:8](=[O:16])[C:9]1[CH:14]=[CH:13][C:12]([CH3:15])=[CH:11][CH:10]=1, predict the reactants needed to synthesize it. The reactants are: [N:1]([CH2:4][CH:5]([F:40])[CH2:6][N:7]([CH:17]([C:21]1[N:30]([CH2:31][C:32]2[CH:37]=[CH:36][CH:35]=[CH:34][CH:33]=2)[C:29](=[O:38])[C:28]2[C:23](=[CH:24][C:25]([Cl:39])=[CH:26][CH:27]=2)[N:22]=1)[CH:18]([CH3:20])[CH3:19])[C:8](=[O:16])[C:9]1[CH:14]=[CH:13][C:12]([CH3:15])=[CH:11][CH:10]=1)=[N+]=[N-].C1(P(C2C=CC=CC=2)C2C=CC=CC=2)C=CC=CC=1. (3) The reactants are: [F:1][C:2]1([F:37])[O:6][C:5]2[CH:7]=[CH:8][C:9]([C:11]3([C:14]([NH:16][CH:17]4[C:26]5[C:21](=[CH:22][CH:23]=[CH:24][CH:25]=5)[O:20][C@@H:19]([C:27]5[CH:28]=[C:29]([CH:34]=[CH:35][CH:36]=5)[C:30](OC)=[O:31])[CH2:18]4)=[O:15])[CH2:13][CH2:12]3)=[CH:10][C:4]=2[O:3]1.CO.[BH4-].[Na+]. Given the product [F:37][C:2]1([F:1])[O:6][C:5]2[CH:7]=[CH:8][C:9]([C:11]3([C:14]([NH:16][CH:17]4[C:26]5[C:21](=[CH:22][CH:23]=[CH:24][CH:25]=5)[O:20][C@@H:19]([C:27]5[CH:36]=[CH:35][CH:34]=[C:29]([CH2:30][OH:31])[CH:28]=5)[CH2:18]4)=[O:15])[CH2:13][CH2:12]3)=[CH:10][C:4]=2[O:3]1, predict the reactants needed to synthesize it. (4) Given the product [OH:18][C@H:15]1[CH2:16][CH2:17][C@@:12]([C@H:11]2[CH2:10][CH2:9][C:8]3[C:7]([CH3:23])([CH3:22])[CH2:6][CH2:5][C:4]=3[C@@H:3]2[CH2:2][NH:1][C:28]([NH:29][C:30]2[CH:31]=[N:32][CH:33]=[CH:34][CH:35]=2)=[O:27])([CH3:21])[C@@H:13]([CH2:19][OH:20])[CH2:14]1, predict the reactants needed to synthesize it. The reactants are: [NH2:1][CH2:2][C@@H:3]1[C@@H:11]([C@@:12]2([CH3:21])[CH2:17][CH2:16][C@H:15]([OH:18])[CH2:14][C@@H:13]2[CH2:19][OH:20])[CH2:10][CH2:9][C:8]2[C:7]([CH3:23])([CH3:22])[CH2:6][CH2:5][C:4]1=2.C([O:27][C:28](=O)[NH:29][C:30]1[CH:31]=[N:32][CH:33]=[CH:34][CH:35]=1)(C)=C.CN1CCCC1.